Dataset: Catalyst prediction with 721,799 reactions and 888 catalyst types from USPTO. Task: Predict which catalyst facilitates the given reaction. Reactant: [NH2:1][C:2]1[CH:10]=[CH:9][C:8]([Br:11])=[CH:7][C:3]=1[C:4]([OH:6])=O.O=S(Cl)Cl.[Cl:16][C:17]1[CH:23]=[CH:22][CH:21]=[CH:20][C:18]=1[NH2:19].C(Cl)(Cl)Cl. Product: [NH2:1][C:2]1[CH:10]=[CH:9][C:8]([Br:11])=[CH:7][C:3]=1[C:4]([NH:19][C:18]1[CH:20]=[CH:21][CH:22]=[CH:23][C:17]=1[Cl:16])=[O:6]. The catalyst class is: 48.